From a dataset of NCI-60 drug combinations with 297,098 pairs across 59 cell lines. Regression. Given two drug SMILES strings and cell line genomic features, predict the synergy score measuring deviation from expected non-interaction effect. (1) Drug 1: CC1=C(N=C(N=C1N)C(CC(=O)N)NCC(C(=O)N)N)C(=O)NC(C(C2=CN=CN2)OC3C(C(C(C(O3)CO)O)O)OC4C(C(C(C(O4)CO)O)OC(=O)N)O)C(=O)NC(C)C(C(C)C(=O)NC(C(C)O)C(=O)NCCC5=NC(=CS5)C6=NC(=CS6)C(=O)NCCC[S+](C)C)O. Drug 2: C1=NC2=C(N1)C(=S)N=CN2. Cell line: SF-268. Synergy scores: CSS=49.2, Synergy_ZIP=-5.06, Synergy_Bliss=-4.66, Synergy_Loewe=1.25, Synergy_HSA=2.95. (2) Drug 1: C1CN1P(=S)(N2CC2)N3CC3. Drug 2: C1=NC2=C(N1)C(=S)N=CN2. Cell line: MDA-MB-231. Synergy scores: CSS=57.9, Synergy_ZIP=-3.00, Synergy_Bliss=-0.115, Synergy_Loewe=-26.2, Synergy_HSA=2.64.